From a dataset of TCR-epitope binding with 47,182 pairs between 192 epitopes and 23,139 TCRs. Binary Classification. Given a T-cell receptor sequence (or CDR3 region) and an epitope sequence, predict whether binding occurs between them. (1) The TCR CDR3 sequence is CASSHRADFTEAFF. The epitope is ARMILMTHF. Result: 0 (the TCR does not bind to the epitope). (2) The epitope is TSNQVAVLY. The TCR CDR3 sequence is CASSWHSSTDTQYF. Result: 0 (the TCR does not bind to the epitope). (3) The epitope is LLQTGIHVRVSQPSL. The TCR CDR3 sequence is CASSSKPYEQYF. Result: 0 (the TCR does not bind to the epitope). (4) Result: 0 (the TCR does not bind to the epitope). The TCR CDR3 sequence is CASSQETAGNQPQHF. The epitope is KAFSPEVIPMF. (5) The TCR CDR3 sequence is CASSVSGTGTEAFF. The epitope is TLIGDCATV. Result: 1 (the TCR binds to the epitope).